From a dataset of Catalyst prediction with 721,799 reactions and 888 catalyst types from USPTO. Predict which catalyst facilitates the given reaction. (1) Reactant: [CH3:1][C:2]1[N:7]=[CH:6][C:5]([CH2:8][OH:9])=[CH:4][CH:3]=1.C(N(CC)CC)C.[CH3:17][S:18](Cl)(=[O:20])=[O:19]. Product: [CH3:1][C:2]1[N:7]=[CH:6][C:5]([CH2:8][O:9][S:18]([CH3:17])(=[O:20])=[O:19])=[CH:4][CH:3]=1. The catalyst class is: 7. (2) Reactant: [NH2:1][CH2:2][C:3]1[CH:8]=[CH:7][C:6]([C:9]2[C:10]3[C:11]4[CH:23]=[CH:22][S:21][C:12]=4[C:13](=[O:20])[NH:14][C:15]=3[CH:16]=[CH:17][C:18]=2[OH:19])=[CH:5][CH:4]=1.[CH3:24][S:25](Cl)(=[O:27])=[O:26].C(N(CC)C(C)C)(C)C. Product: [OH:19][C:18]1[CH:17]=[CH:16][C:15]2[NH:14][C:13](=[O:20])[C:12]3[S:21][CH:22]=[CH:23][C:11]=3[C:10]=2[C:9]=1[C:6]1[CH:5]=[CH:4][C:3]([CH2:2][NH:1][S:25]([CH3:24])(=[O:27])=[O:26])=[CH:8][CH:7]=1. The catalyst class is: 2.